From a dataset of Catalyst prediction with 721,799 reactions and 888 catalyst types from USPTO. Predict which catalyst facilitates the given reaction. (1) Reactant: [Cl:1][CH2:2][C:3]([C:15]1[CH:20]=[CH:19][C:18]([F:21])=[CH:17][C:16]=1[F:22])([OH:14])[CH:4]([O:6][Si](C(C)(C)C)(C)C)[CH3:5].Cl.O.C(OCC)(=O)C. Product: [Cl:1][CH2:2][C:3]([C:15]1[CH:20]=[CH:19][C:18]([F:21])=[CH:17][C:16]=1[F:22])([OH:14])[CH:4]([OH:6])[CH3:5]. The catalyst class is: 5. (2) Reactant: Br[C:2]1[CH:3]=[CH:4][C:5]([O:12][CH2:13][CH2:14][CH3:15])=[C:6]2[C:11]=1[CH:10]=[N:9][CH:8]=[CH:7]2.[Li]CCCC.[CH:21](OC)=[O:22].[NH4+].[Cl-]. Product: [CH2:13]([O:12][C:5]1[CH:4]=[CH:3][C:2]([CH:21]=[O:22])=[C:11]2[C:6]=1[CH:7]=[CH:8][N:9]=[CH:10]2)[CH2:14][CH3:15]. The catalyst class is: 20. (3) Reactant: [CH:1]1[C:14]2[C:13](=[CH:15][C:16](O)=[O:17])[C:12]3[C:7](=[CH:8][CH:9]=[CH:10][CH:11]=3)[O:6][C:5]=2[CH:4]=[CH:3][CH:2]=1.Cl.C(N=C=NCCCN(C)C)C.OC1C2N=NNC=2C=CC=1.C(N(CC)CC)C.Cl.[CH3:49][O:50][C:51](=[O:58])[CH2:52][CH2:53][CH2:54][CH2:55][CH2:56][NH2:57]. Product: [CH3:49][O:50][C:51](=[O:58])[CH2:52][CH2:53][CH2:54][CH2:55][CH2:56][NH:57][C:16](=[O:17])[CH:15]=[C:13]1[C:14]2[CH:1]=[CH:2][CH:3]=[CH:4][C:5]=2[O:6][C:7]2[C:12]1=[CH:11][CH:10]=[CH:9][CH:8]=2. The catalyst class is: 650.